Dataset: NCI-60 drug combinations with 297,098 pairs across 59 cell lines. Task: Regression. Given two drug SMILES strings and cell line genomic features, predict the synergy score measuring deviation from expected non-interaction effect. (1) Drug 1: CCCCCOC(=O)NC1=NC(=O)N(C=C1F)C2C(C(C(O2)C)O)O. Drug 2: CC1=C(C(=CC=C1)Cl)NC(=O)C2=CN=C(S2)NC3=CC(=NC(=N3)C)N4CCN(CC4)CCO. Cell line: T-47D. Synergy scores: CSS=-4.13, Synergy_ZIP=3.64, Synergy_Bliss=3.60, Synergy_Loewe=-3.40, Synergy_HSA=-4.72. (2) Synergy scores: CSS=-0.775, Synergy_ZIP=-0.607, Synergy_Bliss=1.70, Synergy_Loewe=-2.71, Synergy_HSA=0.376. Cell line: SK-OV-3. Drug 2: C(CCl)NC(=O)N(CCCl)N=O. Drug 1: C1CCC(C1)C(CC#N)N2C=C(C=N2)C3=C4C=CNC4=NC=N3. (3) Drug 1: C1=C(C(=O)NC(=O)N1)F. Drug 2: CC1=C2C(C(=O)C3(C(CC4C(C3C(C(C2(C)C)(CC1OC(=O)C(C(C5=CC=CC=C5)NC(=O)C6=CC=CC=C6)O)O)OC(=O)C7=CC=CC=C7)(CO4)OC(=O)C)O)C)OC(=O)C. Cell line: KM12. Synergy scores: CSS=18.6, Synergy_ZIP=-23.7, Synergy_Bliss=-43.6, Synergy_Loewe=-35.3, Synergy_HSA=-33.7. (4) Drug 1: CCC1=CC2CC(C3=C(CN(C2)C1)C4=CC=CC=C4N3)(C5=C(C=C6C(=C5)C78CCN9C7C(C=CC9)(C(C(C8N6C)(C(=O)OC)O)OC(=O)C)CC)OC)C(=O)OC.C(C(C(=O)O)O)(C(=O)O)O. Drug 2: CN1C(=O)N2C=NC(=C2N=N1)C(=O)N. Cell line: RXF 393. Synergy scores: CSS=19.5, Synergy_ZIP=0.181, Synergy_Bliss=-0.803, Synergy_Loewe=-36.4, Synergy_HSA=-2.09. (5) Drug 1: C1=CC(=CC=C1CCCC(=O)O)N(CCCl)CCCl. Drug 2: C1CC(=O)NC(=O)C1N2C(=O)C3=CC=CC=C3C2=O. Cell line: RXF 393. Synergy scores: CSS=13.9, Synergy_ZIP=-2.48, Synergy_Bliss=2.01, Synergy_Loewe=-2.95, Synergy_HSA=0.975. (6) Drug 1: CC1C(C(CC(O1)OC2CC(CC3=C2C(=C4C(=C3O)C(=O)C5=C(C4=O)C(=CC=C5)OC)O)(C(=O)C)O)N)O.Cl. Drug 2: CC1C(C(CC(O1)OC2CC(CC3=C2C(=C4C(=C3O)C(=O)C5=C(C4=O)C(=CC=C5)OC)O)(C(=O)CO)O)N)O.Cl. Cell line: SF-539. Synergy scores: CSS=66.4, Synergy_ZIP=4.46, Synergy_Bliss=6.08, Synergy_Loewe=6.06, Synergy_HSA=7.99. (7) Drug 1: CN(C)C1=NC(=NC(=N1)N(C)C)N(C)C. Drug 2: CC1CCC2CC(C(=CC=CC=CC(CC(C(=O)C(C(C(=CC(C(=O)CC(OC(=O)C3CCCCN3C(=O)C(=O)C1(O2)O)C(C)CC4CCC(C(C4)OC)O)C)C)O)OC)C)C)C)OC. Cell line: HCT116. Synergy scores: CSS=13.1, Synergy_ZIP=-2.72, Synergy_Bliss=-8.44, Synergy_Loewe=-26.8, Synergy_HSA=-7.73. (8) Cell line: HOP-62. Drug 1: CC1C(C(=O)NC(C(=O)N2CCCC2C(=O)N(CC(=O)N(C(C(=O)O1)C(C)C)C)C)C(C)C)NC(=O)C3=C4C(=C(C=C3)C)OC5=C(C(=O)C(=C(C5=N4)C(=O)NC6C(OC(=O)C(N(C(=O)CN(C(=O)C7CCCN7C(=O)C(NC6=O)C(C)C)C)C)C(C)C)C)N)C. Drug 2: C(CN)CNCCSP(=O)(O)O. Synergy scores: CSS=3.55, Synergy_ZIP=-1.83, Synergy_Bliss=-2.65, Synergy_Loewe=-4.75, Synergy_HSA=-0.923. (9) Drug 1: CN1C2=C(C=C(C=C2)N(CCCl)CCCl)N=C1CCCC(=O)O.Cl. Drug 2: CCCCCOC(=O)NC1=NC(=O)N(C=C1F)C2C(C(C(O2)C)O)O. Cell line: HL-60(TB). Synergy scores: CSS=-3.58, Synergy_ZIP=1.20, Synergy_Bliss=-1.53, Synergy_Loewe=-5.23, Synergy_HSA=-5.97.